Dataset: Catalyst prediction with 721,799 reactions and 888 catalyst types from USPTO. Task: Predict which catalyst facilitates the given reaction. Reactant: [CH:1]1([CH2:4][CH:5]=[CH:6][CH2:7][CH2:8][CH:9]([OH:12])CO)[CH2:3][CH2:2]1.[H-].[Na+]. Product: [CH:1]1([CH2:4][CH:5]=[CH:6][CH2:7][CH:8]2[CH2:9][O:12]2)[CH2:3][CH2:2]1. The catalyst class is: 1.